Dataset: Forward reaction prediction with 1.9M reactions from USPTO patents (1976-2016). Task: Predict the product of the given reaction. (1) Given the reactants C(OCC(C1C=CC(Cl)=CC=1)=O)(=O)C.II.[Cl:17][C:18]1[CH:19]=[C:20]([CH:23]=[CH:24][C:25]=1[Cl:26])[CH2:21]Cl.[Cl:27][CH2:28][C:29](Cl)=[O:30].Cl, predict the reaction product. The product is: [Cl:27][CH2:28][C:29](=[O:30])[CH2:21][C:20]1[CH:23]=[CH:24][C:25]([Cl:26])=[C:18]([Cl:17])[CH:19]=1. (2) Given the reactants [Cl:1][C:2]1[CH:7]=[CH:6][C:5]([C:8]2([C:11]([N:13]3[CH2:17][C@@H:16]([C:18]4[CH:23]=[CH:22][CH:21]=[CH:20][CH:19]=4)[C@H:15]([C:24]([O:26]C)=[O:25])[CH2:14]3)=[O:12])[CH2:10][CH2:9]2)=[CH:4][CH:3]=1.O1CCCC1.[OH-].[Li+].O, predict the reaction product. The product is: [Cl:1][C:2]1[CH:3]=[CH:4][C:5]([C:8]2([C:11]([N:13]3[CH2:17][C@@H:16]([C:18]4[CH:19]=[CH:20][CH:21]=[CH:22][CH:23]=4)[C@H:15]([C:24]([OH:26])=[O:25])[CH2:14]3)=[O:12])[CH2:10][CH2:9]2)=[CH:6][CH:7]=1.